From a dataset of Reaction yield outcomes from USPTO patents with 853,638 reactions. Predict the reaction yield, written as a fraction of the theoretical maximum amount of product (1.0 means a 100% yield; for example, 0.34 means a 34% yield). The reactants are Cl.[CH2:2]([O:4][C:5]([CH2:7][N:8]1[CH2:13][C:12]2[CH:14]=[C:15](/[CH:18]=[CH:19]/[C:20]([OH:22])=O)[CH:16]=[N:17][C:11]=2[NH:10][C:9]1=[O:23])=[O:6])[CH3:3].Cl.CN1CC2C=C(/C=C/C(O)=O)C=NC=2NC(=O)C1.[CH3:43][NH:44][CH2:45][C:46]1[S:50][C:49]2[CH:51]=[CH:52][CH:53]=[CH:54][C:48]=2[C:47]=1[CH3:55].CNCC1C=CC2C(=CC=CC=2)C=1CCC. No catalyst specified. The product is [CH2:2]([O:4][C:5](=[O:6])[CH2:7][N:8]1[CH2:13][C:12]2[CH:14]=[C:15](/[CH:18]=[CH:19]/[C:20](=[O:22])[N:44]([CH3:43])[CH2:45][C:46]3[S:50][C:49]4[CH:51]=[CH:52][CH:53]=[CH:54][C:48]=4[C:47]=3[CH3:55])[CH:16]=[N:17][C:11]=2[NH:10][C:9]1=[O:23])[CH3:3]. The yield is 0.590.